From a dataset of Catalyst prediction with 721,799 reactions and 888 catalyst types from USPTO. Predict which catalyst facilitates the given reaction. (1) Reactant: [ClH:1].Cl.C([N:10]1[CH2:15][CH2:14][CH:13]([N:16]([CH2:18][CH2:19][CH2:20][OH:21])[CH3:17])[CH2:12][CH2:11]1)C1C=CC=CC=1.[H][H]. Product: [ClH:1].[ClH:1].[OH:21][CH2:20][CH2:19][CH2:18][N:16]([CH3:17])[CH:13]1[CH2:14][CH2:15][NH:10][CH2:11][CH2:12]1. The catalyst class is: 19. (2) Reactant: [CH3:1][O:2][C:3]1[CH:4]=[C:5](/[CH:21]=[C:22]2/[C:23](=O)[NH:24][C:25](=[O:27])[S:26]/2)[CH:6]=[CH:7][C:8]=1[O:9][CH2:10][C:11]1[C:20]2[C:15](=[CH:16][CH:17]=[CH:18][CH:19]=2)[CH:14]=[CH:13][CH:12]=1.COC1C=CC(P2(SP(C3C=CC(OC)=CC=3)(=S)S2)=[S:38])=CC=1. Product: [CH3:1][O:2][C:3]1[CH:4]=[C:5](/[CH:21]=[C:22]2/[C:23](=[S:38])[NH:24][C:25](=[O:27])[S:26]/2)[CH:6]=[CH:7][C:8]=1[O:9][CH2:10][C:11]1[C:20]2[C:15](=[CH:16][CH:17]=[CH:18][CH:19]=2)[CH:14]=[CH:13][CH:12]=1. The catalyst class is: 11. (3) Reactant: [NH2:1][C:2]1[CH:3]=[C:4]([CH:7]=[CH:8][C:9]=1[NH:10][CH2:11][CH2:12][CH2:13][OH:14])[C:5]#[N:6].[N:15]([O-])=O.[Na+]. Product: [OH:14][CH2:13][CH2:12][CH2:11][N:10]1[C:9]2[CH:8]=[CH:7][C:4]([C:5]#[N:6])=[CH:3][C:2]=2[N:1]=[N:15]1. The catalyst class is: 126. (4) Reactant: [C:1]([O:5][C:6]([N:8]1[CH2:11][C:10]([C:13](=NN)[CH3:14])([CH3:12])[CH2:9]1)=[O:7])([CH3:4])([CH3:3])[CH3:2].C(N(CC)CC)C.[I:24]I. Product: [C:1]([O:5][C:6]([N:8]1[CH2:11][C:10]([C:13]([I:24])=[CH2:14])([CH3:12])[CH2:9]1)=[O:7])([CH3:4])([CH3:3])[CH3:2]. The catalyst class is: 1. (5) Reactant: Br[C:2]1[CH:3]=[N:4][CH:5]=[CH:6][C:7]=1[CH2:8][OH:9].[CH:10]([N:13]1[C:17](B2OC(C)(C)C(C)(C)O2)=[CH:16][CH:15]=[N:14]1)([CH3:12])[CH3:11].C([O-])([O-])=O.[K+].[K+].O1CCOCC1. Product: [CH:10]([N:13]1[C:17]([C:2]2[CH:3]=[N:4][CH:5]=[CH:6][C:7]=2[CH2:8][OH:9])=[CH:16][CH:15]=[N:14]1)([CH3:12])[CH3:11]. The catalyst class is: 263.